This data is from Full USPTO retrosynthesis dataset with 1.9M reactions from patents (1976-2016). The task is: Predict the reactants needed to synthesize the given product. (1) Given the product [C:26]([SiH2:25][O:24][C:23]([CH3:31])([CH3:30])[C:19]1([N:12]2[C:13]3[N:14]=[CH:15][N:16]=[CH:17][C:18]=3[C:10]([C:8]([C:59]3[C:58]([C:39]4[C:34]([C:33]([F:32])([F:45])[F:44])=[CH:35][CH:36]=[C:37]([CH2:40][C:41]([NH2:70])=[O:43])[CH:38]=4)=[CH:57][CH:56]=[CH:55][N:60]=3)=[O:9])=[CH:11]2)[CH2:20][O:21][CH2:22]1)([CH3:28])([CH3:27])[CH3:29], predict the reactants needed to synthesize it. The reactants are: NC1C=C([C:8]([C:10]2[C:18]3[CH:17]=[N:16][CH:15]=[N:14][C:13]=3[N:12]([C:19]3([C:23]([CH3:31])([CH3:30])[O:24][SiH2:25][C:26]([CH3:29])([CH3:28])[CH3:27])[CH2:22][O:21][CH2:20]3)[CH:11]=2)=[O:9])C=NC=1.[F:32][C:33]([F:45])([F:44])[C:34]1[CH:39]=[CH:38][C:37]([CH2:40][C:41]([OH:43])=O)=[CH:36][CH:35]=1.CN(C(ON1N=N[C:56]2[CH:57]=[CH:58][CH:59]=[N:60][C:55]1=2)=[N+](C)C)C.F[P-](F)(F)(F)(F)F.[N:70]1C=CC=CC=1. (2) Given the product [Cl:1][CH2:2][C:3]1[N:4]=[C:10]([CH2:9][C:8]([CH3:14])([CH3:13])[CH3:7])[O:6][N:5]=1, predict the reactants needed to synthesize it. The reactants are: [Cl:1][CH2:2][C:3]([NH:5][OH:6])=[NH:4].[CH3:7][C:8]([CH3:14])([CH3:13])[CH2:9][C:10](Cl)=O.C(N(CC)CC)C.[Cl-].[Na+]. (3) Given the product [F:7][C@H:8]1[C@@H:13]([O:14][C:15]2[CH:22]=[CH:21][C:20]([C:23]3[N:28]=[C:27]([NH:29][C:30]4[CH:35]=[CH:34][C:33]([N:36]5[CH2:37][CH2:38][N:39]([CH:42]6[CH2:45][O:44][CH2:43]6)[CH2:40][CH2:41]5)=[CH:32][CH:31]=4)[N:26]=[CH:25][N:24]=3)=[CH:19][C:16]=2[C:17]#[N:18])[CH2:12][CH2:11][N:10]([C:4](=[O:6])[CH2:3][CH2:2][OH:1])[CH2:9]1, predict the reactants needed to synthesize it. The reactants are: [OH:1][CH2:2][CH2:3][C:4]([OH:6])=O.[F:7][C@H:8]1[C@@H:13]([O:14][C:15]2[CH:22]=[CH:21][C:20]([C:23]3[N:28]=[C:27]([NH:29][C:30]4[CH:35]=[CH:34][C:33]([N:36]5[CH2:41][CH2:40][N:39]([CH:42]6[CH2:45][O:44][CH2:43]6)[CH2:38][CH2:37]5)=[CH:32][CH:31]=4)[N:26]=[CH:25][N:24]=3)=[CH:19][C:16]=2[C:17]#[N:18])[CH2:12][CH2:11][NH:10][CH2:9]1. (4) Given the product [ClH:19].[NH2:1][CH2:4][C:5](=[O:18])[C:6]([C:9]1[CH:10]=[CH:11][C:12]([F:17])=[C:13]([CH:16]=1)[C:14]#[N:15])([CH3:8])[CH3:7], predict the reactants needed to synthesize it. The reactants are: [N:1]([CH2:4][C:5](=[O:18])[C:6]([C:9]1[CH:10]=[CH:11][C:12]([F:17])=[C:13]([CH:16]=1)[C:14]#[N:15])([CH3:8])[CH3:7])=[N+]=[N-].[ClH:19]. (5) Given the product [NH2:11][C:5]1[C:6]([C:8](=[O:10])[CH3:9])=[CH:7][C:2]([Cl:1])=[N:3][CH:4]=1, predict the reactants needed to synthesize it. The reactants are: [Cl:1][C:2]1[CH:7]=[C:6]([C:8](=[O:10])[CH3:9])[C:5]([N+:11]([O-])=O)=[CH:4][N:3]=1. (6) Given the product [O:1]([C:8]1[CH:13]=[CH:12][C:11]([C:18]2[CH:24]=[CH:23][CH:22]=[C:20]([NH2:21])[CH:19]=2)=[CH:10][CH:9]=1)[C:2]1[CH:7]=[CH:6][CH:5]=[CH:4][CH:3]=1, predict the reactants needed to synthesize it. The reactants are: [O:1]([C:8]1[CH:13]=[CH:12][C:11](B(O)O)=[CH:10][CH:9]=1)[C:2]1[CH:7]=[CH:6][CH:5]=[CH:4][CH:3]=1.Br[C:18]1[CH:19]=[C:20]([CH:22]=[CH:23][CH:24]=1)[NH2:21].C([O-])([O-])=O.[Na+].[Na+]. (7) Given the product [Cl:29][C:26]1[CH:25]=[CH:24][C:23]([CH2:22][N:18]2[C:19]3[C:20](=[O:21])[N:12]([CH2:11][CH2:10][CH2:9][OH:8])[C:13](=[O:37])[N:14]([CH3:36])[C:15]=3[N:16]=[C:17]2[O:30][CH:31]2[CH2:35][CH2:34][CH2:33][CH2:32]2)=[CH:28][CH:27]=1, predict the reactants needed to synthesize it. The reactants are: [Si]([O:8][CH2:9][CH2:10][CH2:11][N:12]1[C:20](=[O:21])[C:19]2[N:18]([CH2:22][C:23]3[CH:28]=[CH:27][C:26]([Cl:29])=[CH:25][CH:24]=3)[C:17]([O:30][CH:31]3[CH2:35][CH2:34][CH2:33][CH2:32]3)=[N:16][C:15]=2[N:14]([CH3:36])[C:13]1=[O:37])(C(C)(C)C)(C)C.Cl.